From a dataset of Reaction yield outcomes from USPTO patents with 853,638 reactions. Predict the reaction yield, written as a fraction of the theoretical maximum amount of product (1.0 means a 100% yield; for example, 0.34 means a 34% yield). The reactants are [C:1](Cl)([CH3:3])=[O:2].[C:5]([SiH2:9][O:10][C:11]([CH3:23])([CH3:22])[C:12]1[CH:13]=[C:14]([CH2:19][CH2:20][NH2:21])[CH:15]=[CH:16][C:17]=1[Cl:18])([CH3:8])([CH3:7])[CH3:6].CCN(C(C)C)C(C)C.[NH4+].[Cl-]. The catalyst is C(Cl)Cl. The product is [C:5]([SiH2:9][O:10][C:11]([CH3:23])([CH3:22])[C:12]1[CH:13]=[C:14]([CH2:19][CH2:20][NH:21][C:1](=[O:2])[CH3:3])[CH:15]=[CH:16][C:17]=1[Cl:18])([CH3:8])([CH3:7])[CH3:6]. The yield is 0.660.